Predict the product of the given reaction. From a dataset of Forward reaction prediction with 1.9M reactions from USPTO patents (1976-2016). (1) Given the reactants [CH3:1][N:2]([CH3:10])[CH2:3][CH:4]=[CH:5][C:6]([NH:8][CH3:9])=[O:7].[S:11](=[O:15])(=[O:14])([OH:13])[OH:12], predict the reaction product. The product is: [S:11]([O-:15])([O-:14])(=[O:13])=[O:12].[CH3:1][N:2]([CH3:10])[CH2:3][CH:4]=[CH:5][C:6]([NH:8][CH3:9])=[O:7]. (2) The product is: [CH3:13][O:12][C:10]1[CH:9]=[CH:8][C:6]2[N:7]=[C:2]([CH3:24])[C:3]3[N:4]([C:14]([CH2:18][CH2:19][C:20]([F:23])([F:22])[F:21])=[N:15][C:16]=3[CH3:17])[C:5]=2[N:11]=1. Given the reactants Cl[C:2]1[C:3]2[N:4]([C:14]([CH2:18][CH2:19][C:20]([F:23])([F:22])[F:21])=[N:15][C:16]=2[CH3:17])[C:5]2[N:11]=[C:10]([O:12][CH3:13])[CH:9]=[CH:8][C:6]=2[N:7]=1.[CH3:24][Mg+].[Br-], predict the reaction product. (3) Given the reactants [C:1]1([C:7]2[S:11][C:10]([CH:12]=O)=[CH:9][CH:8]=2)[CH:6]=[CH:5][CH:4]=[CH:3][CH:2]=1.[CH3:14][O:15][C:16]([CH2:18][C@@H:19]([CH2:23][CH:24]([CH3:26])[CH3:25])[C:20]([OH:22])=O)=[O:17].[CH2:27]([N+:34]#[C-:35])[C:28]1[CH:33]=[CH:32][CH:31]=[CH:30][CH:29]=1.[NH3:36].C[OH:38], predict the reaction product. The product is: [CH3:25][CH:24]([CH3:26])[CH2:23][C@@H:19]([C:20](=[O:22])[NH:36][CH:12]([C:10]1[S:11][C:7]([C:1]2[CH:2]=[CH:3][CH:4]=[CH:5][CH:6]=2)=[CH:8][CH:9]=1)[C:35](=[O:38])[NH:34][CH2:27][C:28]1[CH:33]=[CH:32][CH:31]=[CH:30][CH:29]=1)[CH2:18][C:16]([O:15][CH3:14])=[O:17].